Dataset: Catalyst prediction with 721,799 reactions and 888 catalyst types from USPTO. Task: Predict which catalyst facilitates the given reaction. Reactant: [N:1]12[CH2:8][CH2:7][C:4]([C:9]([C:17]3[CH:22]=[CH:21][CH:20]=[CH:19][CH:18]=3)([C:11]3[CH:16]=[CH:15][CH:14]=[CH:13][CH:12]=3)[OH:10])([CH2:5][CH2:6]1)[CH2:3][CH2:2]2.[Br:23][CH2:24][CH2:25][CH2:26][N:27]1[C:35](=[O:36])[C:34]2[C:29](=[CH:30][CH:31]=[CH:32][CH:33]=2)[C:28]1=[O:37]. Product: [Br-:23].[O:37]=[C:28]1[C:29]2[C:34](=[CH:33][CH:32]=[CH:31][CH:30]=2)[C:35](=[O:36])[N:27]1[CH2:26][CH2:25][CH2:24][N+:1]12[CH2:6][CH2:5][C:4]([C:9]([OH:10])([C:17]3[CH:22]=[CH:21][CH:20]=[CH:19][CH:18]=3)[C:11]3[CH:12]=[CH:13][CH:14]=[CH:15][CH:16]=3)([CH2:3][CH2:2]1)[CH2:7][CH2:8]2. The catalyst class is: 23.